Dataset: Retrosynthesis with 50K atom-mapped reactions and 10 reaction types from USPTO. Task: Predict the reactants needed to synthesize the given product. (1) Given the product O=C(Nc1cc(-c2ccccc2)ccc1C(=O)O)c1ccc(-n2cccn2)cc1O, predict the reactants needed to synthesize it. The reactants are: CC(C)(C)OC(=O)c1ccc(-c2ccccc2)cc1NC(=O)c1ccc(-n2cccn2)cc1O. (2) Given the product CCOC(=O)/C=C/C(=O)N(Cc1ccc(OC)cc1OC)c1cccc(Cl)c1C(O)c1cccc(OC)c1OC, predict the reactants needed to synthesize it. The reactants are: CCOC(=O)/C=C/C(=O)Cl.COc1ccc(CNc2cccc(Cl)c2C(O)c2cccc(OC)c2OC)c(OC)c1. (3) Given the product CC(C)(C)OC(=O)NC(C)(C)[C@H]1CCNC1, predict the reactants needed to synthesize it. The reactants are: CC(C)(C)OC(=O)NC(C)(C)[C@H]1CCN(Cc2ccccc2)C1. (4) Given the product O=[N+]([O-])c1ccc(O)c(-c2cncs2)c1, predict the reactants needed to synthesize it. The reactants are: COc1ccc([N+](=O)[O-])cc1-c1cncs1. (5) Given the product CCCC(C(=O)O)c1c(C)nc2sc3ccccc3c2c1-c1ccc(C)cc1, predict the reactants needed to synthesize it. The reactants are: CCCC(C(=O)OC)c1c(C)nc2sc3ccccc3c2c1-c1ccc(C)cc1.